Dataset: Forward reaction prediction with 1.9M reactions from USPTO patents (1976-2016). Task: Predict the product of the given reaction. (1) The product is: [C:32]([N:35]1[CH2:40][CH2:39][N:38]([CH2:30][C:28]2[CH:27]=[CH:26][N:25]=[C:24]([C:22]3[NH:23][C:19]([CH:11]([C:8]4[CH:7]=[CH:6][C:5]([S:2]([CH3:1])(=[O:4])=[O:3])=[CH:10][CH:9]=4)[CH2:12][CH:13]4[CH2:14][CH2:15][O:16][CH2:17][CH2:18]4)=[CH:20][CH:21]=3)[CH:29]=2)[CH2:37][CH2:36]1)(=[O:34])[CH3:33]. Given the reactants [CH3:1][S:2]([C:5]1[CH:10]=[CH:9][C:8]([CH:11]([C:19]2[NH:23][C:22]([C:24]3[CH:29]=[C:28]([CH:30]=O)[CH:27]=[CH:26][N:25]=3)=[CH:21][CH:20]=2)[CH2:12][CH:13]2[CH2:18][CH2:17][O:16][CH2:15][CH2:14]2)=[CH:7][CH:6]=1)(=[O:4])=[O:3].[C:32]([N:35]1[CH2:40][CH2:39][NH:38][CH2:37][CH2:36]1)(=[O:34])[CH3:33].C(O[BH-](OC(=O)C)OC(=O)C)(=O)C.[Na+], predict the reaction product. (2) The product is: [CH3:1][C:2]1[C:3]([CH:8]2[CH2:13][CH2:12][CH2:11][CH:10]([C:14]3[C:19]([CH3:20])=[CH:18][CH:17]=[CH:16][N:15]=3)[N:9]2[CH2:22][C:23]2[CH:28]=[CH:27][CH:26]=[CH:25][C:24]=2[C:29]#[N:30])=[N:4][CH:5]=[CH:6][CH:7]=1. Given the reactants [CH3:1][C:2]1[C:3]([CH:8]2[CH2:13][CH2:12][CH2:11][CH:10]([C:14]3[C:19]([CH3:20])=[CH:18][CH:17]=[CH:16][N:15]=3)[NH:9]2)=[N:4][CH:5]=[CH:6][CH:7]=1.Br[CH2:22][C:23]1[C:24]([C:29]#[N:30])=[CH:25][CH:26]=[CH:27][CH:28]=1.CCN(C(C)C)C(C)C, predict the reaction product. (3) Given the reactants F[C:2]1[C:7]([C:8]2[N:16]=[CH:15][N:14]=[C:13]3[C:9]=2[N:10]=[CH:11][N:12]3[CH:17]2[CH2:22][CH2:21][CH2:20][CH2:19][O:18]2)=[CH:6][CH:5]=[CH:4][N:3]=1.[NH2:23][C:24]1[CH:25]=[C:26]([NH:31][S:32]([CH2:35][CH2:36][CH3:37])(=[O:34])=[O:33])[CH:27]=[CH:28][C:29]=1[Cl:30], predict the reaction product. The product is: [Cl:30][C:29]1[CH:28]=[CH:27][C:26]([NH:31][S:32]([CH2:35][CH2:36][CH3:37])(=[O:34])=[O:33])=[CH:25][C:24]=1[NH:23][C:2]1[C:7]([C:8]2[N:16]=[CH:15][N:14]=[C:13]3[C:9]=2[N:10]=[CH:11][N:12]3[CH:17]2[CH2:22][CH2:21][CH2:20][CH2:19][O:18]2)=[CH:6][CH:5]=[CH:4][N:3]=1. (4) Given the reactants C[O:2][C:3]([C:5]1([CH2:10][CH2:11][CH2:12][CH2:13][N:14]=[N+:15]=[N-:16])[CH2:9][CH2:8][CH2:7][CH2:6]1)=[O:4].[OH-].[Li+], predict the reaction product. The product is: [N:14]([CH2:13][CH2:12][CH2:11][CH2:10][C:5]1([C:3]([OH:4])=[O:2])[CH2:6][CH2:7][CH2:8][CH2:9]1)=[N+:15]=[N-:16]. (5) The product is: [CH2:15]([O:14][C:12](=[O:13])[CH2:11][N:9]1[C:10]2[C:6](=[CH:5][CH:4]=[CH:3][C:2]=2[C:26]#[C:25][Si:27]([CH3:30])([CH3:29])[CH3:28])[C:7]([CH2:17][CH2:18][CH2:19][C:20]([O:22][CH2:23][CH3:24])=[O:21])=[CH:8]1)[CH3:16]. Given the reactants Br[C:2]1[CH:3]=[CH:4][CH:5]=[C:6]2[C:10]=1[N:9]([CH2:11][C:12]([O:14][CH2:15][CH3:16])=[O:13])[CH:8]=[C:7]2[CH2:17][CH2:18][CH2:19][C:20]([O:22][CH2:23][CH3:24])=[O:21].[C:25]([Si:27]([CH3:30])([CH3:29])[CH3:28])#[CH:26], predict the reaction product. (6) Given the reactants [Cl:1][C:2]1[CH:3]=[C:4]([C@H:8]([NH:10][C:11]2[N:24]=[C:14]3[C:15]([O:22][CH3:23])=[CH:16][C:17]([C:19](O)=[O:20])=[CH:18][N:13]3[N:12]=2)[CH3:9])[CH:5]=[CH:6][CH:7]=1.[CH3:25][CH:26]1[NH:33][CH2:32][CH:31]2[N:28]([CH2:29][CH2:30]2)[C:27]1=[O:34].C(N(CC)C(C)C)(C)C.CN(C(ON1N=NC2C=CC=NC1=2)=[N+](C)C)C.F[P-](F)(F)(F)(F)F, predict the reaction product. The product is: [Cl:1][C:2]1[CH:3]=[C:4]([C@H:8]([NH:10][C:11]2[N:24]=[C:14]3[C:15]([O:22][CH3:23])=[CH:16][C:17]([C:19]([N:33]4[CH2:32][CH:31]5[N:28]([CH2:29][CH2:30]5)[C:27](=[O:34])[CH:26]4[CH3:25])=[O:20])=[CH:18][N:13]3[N:12]=2)[CH3:9])[CH:5]=[CH:6][CH:7]=1. (7) Given the reactants [N+:1]([C:4]1[CH:12]=[C:11]2[C:7]([CH:8]=[CH:9][NH:10]2)=[CH:6][CH:5]=1)([O-])=O.Br[CH:14]([CH2:16][CH3:17])[CH3:15], predict the reaction product. The product is: [CH:14]([C:8]1[C:7]2[C:11](=[CH:12][C:4]([NH2:1])=[CH:5][CH:6]=2)[NH:10][CH:9]=1)([CH2:16][CH3:17])[CH3:15]. (8) The product is: [Cl:20][C:21]1[CH:26]=[C:25]([Cl:27])[CH:24]=[CH:23][C:22]=1[S:28]([NH:19][C:4]1[CH:5]=[N:6][C:7]([O:8][C:9]2[N:10]=[CH:11][C:12]3[C:17]([CH:18]=2)=[CH:16][CH:15]=[CH:14][CH:13]=3)=[C:2]([Cl:1])[CH:3]=1)(=[O:30])=[O:29]. Given the reactants [Cl:1][C:2]1[CH:3]=[C:4]([NH2:19])[CH:5]=[N:6][C:7]=1[O:8][C:9]1[N:10]=[CH:11][C:12]2[C:17]([CH:18]=1)=[CH:16][CH:15]=[CH:14][CH:13]=2.[Cl:20][C:21]1[CH:26]=[C:25]([Cl:27])[CH:24]=[CH:23][C:22]=1[S:28](Cl)(=[O:30])=[O:29], predict the reaction product. (9) Given the reactants [Si]([O:8][CH2:9][C:10]1[N:15]=[CH:14][C:13]2[N:16]=[CH:17][N:18]([C:19]3[S:23][C:22]([C:24]([NH2:26])=[O:25])=[C:21]([O:27][CH:28]([C:30]4[CH:35]=[CH:34][CH:33]=[CH:32][C:31]=4[O:36][CH:37]([F:39])[F:38])[CH3:29])[CH:20]=3)[C:12]=2[CH:11]=1)(C(C)(C)C)(C)C.[F-].C([N+](CCCC)(CCCC)CCCC)CCC, predict the reaction product. The product is: [F:39][CH:37]([F:38])[O:36][C:31]1[CH:32]=[CH:33][CH:34]=[CH:35][C:30]=1[CH:28]([O:27][C:21]1[CH:20]=[C:19]([N:18]2[C:12]3[CH:11]=[C:10]([CH2:9][OH:8])[N:15]=[CH:14][C:13]=3[N:16]=[CH:17]2)[S:23][C:22]=1[C:24]([NH2:26])=[O:25])[CH3:29]. (10) Given the reactants [CH2:1]([N:5]([CH2:41][CH2:42][CH2:43][CH3:44])[C:6]([C:8]1[N:9]=[C:10]([C:21]2[CH:30]=[CH:29][C:24]([C:25]([O:27][CH3:28])=[O:26])=[CH:23][C:22]=2[C:31]([O:33]CC2C=CC=CC=2)=[O:32])[N:11]([CH2:13][CH2:14][C:15]2[CH:20]=[CH:19][CH:18]=[CH:17][CH:16]=2)[CH:12]=1)=[O:7])[CH2:2][CH2:3][CH3:4], predict the reaction product. The product is: [CH2:41]([N:5]([CH2:1][CH2:2][CH2:3][CH3:4])[C:6]([C:8]1[N:9]=[C:10]([C:21]2[CH:30]=[CH:29][C:24]([C:25]([O:27][CH3:28])=[O:26])=[CH:23][C:22]=2[C:31]([OH:33])=[O:32])[N:11]([CH2:13][CH2:14][C:15]2[CH:20]=[CH:19][CH:18]=[CH:17][CH:16]=2)[CH:12]=1)=[O:7])[CH2:42][CH2:43][CH3:44].